Dataset: Peptide-MHC class II binding affinity with 134,281 pairs from IEDB. Task: Regression. Given a peptide amino acid sequence and an MHC pseudo amino acid sequence, predict their binding affinity value. This is MHC class II binding data. (1) The peptide sequence is FVHLGHRDNIEDDLL. The MHC is DRB1_1201 with pseudo-sequence DRB1_1201. The binding affinity (normalized) is 0.234. (2) The peptide sequence is PYVSKNPRQAYANYR. The MHC is DRB1_0101 with pseudo-sequence DRB1_0101. The binding affinity (normalized) is 0.635. (3) The peptide sequence is KTTWCSQTSYQYLII. The MHC is H-2-IAb with pseudo-sequence H-2-IAb. The binding affinity (normalized) is 0.